This data is from Human liver microsome stability data. The task is: Regression/Classification. Given a drug SMILES string, predict its absorption, distribution, metabolism, or excretion properties. Task type varies by dataset: regression for continuous measurements (e.g., permeability, clearance, half-life) or binary classification for categorical outcomes (e.g., BBB penetration, CYP inhibition). Dataset: hlm. (1) The compound is CCCC(=O)N[C@H]1CCCCCC=C[C@@H]2C[C@@]2(C(=O)NS(=O)(=O)C2CC2)NC(=O)[C@@H]2C[C@@H](Oc3cc(OCC)nc4c(C)c(OC)ccc34)CN2C1=O. The result is 1 (stable in human liver microsomes). (2) The compound is CCc1nc(N)nc(N)c1-c1ccc2c(c1)N(CCCOC)C(=O)C(CC)(CC)O2. The result is 1 (stable in human liver microsomes).